This data is from Experimentally validated miRNA-target interactions with 360,000+ pairs, plus equal number of negative samples. The task is: Binary Classification. Given a miRNA mature sequence and a target amino acid sequence, predict their likelihood of interaction. The miRNA is hsa-miR-6513-3p with sequence UCAAGUGUCAUCUGUCCCUAG. The protein sequence of the target gene is MSGGRFDFDDGGAYCGGWEGGKAHGHGLCTGPKGQGEYSGSWNFGFEVAGVYTWPSGNTFEGYWSQGKRHGLGIETKGRWLYKGEWTHGFKGRYGIRQSSSSGAKYEGTWNNGLQDGYGTETYADGGTYQGQFTNGMRHGYGVRQSVPYGMAVVVRSPLRTSLSSLRSEHSNGTVAPDSPASPASDGPALPSPAIPRGGFALSLLANAEAAARAPKGGGLFQRGALLGKLRRAESRTSVGSQRSRVSFLKSDLSSGASDAASTASLGEAAEGADEAAPFEADIDATTTETYMGEWKNDKR.... Result: 1 (interaction).